This data is from Forward reaction prediction with 1.9M reactions from USPTO patents (1976-2016). The task is: Predict the product of the given reaction. (1) Given the reactants [N:1]([CH2:4][CH2:5][N:6]1[C:10]2[CH:11]=[CH:12][CH:13]=[CH:14][C:9]=2[N:8]=[C:7]1[CH2:15][N:16]1[C:20]2[CH:21]=[CH:22][CH:23]=[CH:24][C:19]=2[N:18]=[N:17]1)=[N+]=[N-], predict the reaction product. The product is: [N:16]1([CH2:15][C:7]2[N:6]([CH2:5][CH2:4][NH2:1])[C:10]3[CH:11]=[CH:12][CH:13]=[CH:14][C:9]=3[N:8]=2)[C:20]2[CH:21]=[CH:22][CH:23]=[CH:24][C:19]=2[N:18]=[N:17]1. (2) Given the reactants C[O:2][C:3]1[C:8]2[NH:9][C:10]([C:12]3[S:13][CH:14]=[CH:15][CH:16]=3)=[N:11][C:7]=2[C:6]([C:17]([OH:19])=O)=[CH:5][CH:4]=1.[NH2:20][C@@H:21]([CH2:26][C:27]1[NH:31][CH:30]=[N:29][CH:28]=1)[C:22]([O:24][CH3:25])=[O:23], predict the reaction product. The product is: [OH:2][C:3]1[C:8]2[NH:9][C:10]([C:12]3[S:13][CH:14]=[CH:15][CH:16]=3)=[N:11][C:7]=2[C:6]([C:17]([NH:20][C@@H:21]([CH2:26][C:27]2[NH:31][CH:30]=[N:29][CH:28]=2)[C:22]([O:24][CH3:25])=[O:23])=[O:19])=[CH:5][CH:4]=1. (3) Given the reactants C([O:3][C:4](=[O:18])[CH2:5][CH:6]1[O:10][B:9]([OH:11])[C:8]2[CH:12]=[C:13]([OH:17])[CH:14]=[C:15]([CH3:16])[C:7]1=2)C.[H-].[Na+].Cl[C:22]1[N:27]=[CH:26][CH:25]=[CH:24][N:23]=1.Cl, predict the reaction product. The product is: [OH:11][B:9]1[C:8]2[CH:12]=[C:13]([O:17][C:22]3[N:27]=[CH:26][CH:25]=[CH:24][N:23]=3)[CH:14]=[C:15]([CH3:16])[C:7]=2[CH:6]([CH2:5][C:4]([OH:3])=[O:18])[O:10]1.